From a dataset of Catalyst prediction with 721,799 reactions and 888 catalyst types from USPTO. Predict which catalyst facilitates the given reaction. (1) Reactant: [F:1][C:2]([F:23])([F:22])[O:3][C:4]1[CH:9]=[CH:8][C:7]([N:10]2[CH:14]=[N:13][C:12]([C:15]3[CH:21]=[CH:20][C:18]([NH2:19])=[CH:17][CH:16]=3)=[N:11]2)=[CH:6][CH:5]=1.[F:24][C:25]1[CH:30]=[CH:29][C:28]([N:31]=[C:32]=[O:33])=[CH:27][CH:26]=1. Product: [F:24][C:25]1[CH:30]=[CH:29][C:28]([NH:31][C:32]([NH:19][C:18]2[CH:20]=[CH:21][C:15]([C:12]3[N:13]=[CH:14][N:10]([C:7]4[CH:6]=[CH:5][C:4]([O:3][C:2]([F:1])([F:22])[F:23])=[CH:9][CH:8]=4)[N:11]=3)=[CH:16][CH:17]=2)=[O:33])=[CH:27][CH:26]=1. The catalyst class is: 7. (2) Reactant: C([O:3][C:4](=[O:40])[C:5]([O:8][C:9]1[CH:14]=[C:13]([O:15][CH2:16][C@@H:17]([OH:34])[CH2:18][N:19]2[CH2:24][CH2:23][C:22]3([CH2:28][C:27]4[CH:29]=[C:30]([Cl:33])[CH:31]=[CH:32][C:26]=4[O:25]3)[CH2:21][CH2:20]2)[C:12]([C:35]([NH:37][CH3:38])=[O:36])=[CH:11][C:10]=1[Cl:39])([CH3:7])[CH3:6])C.[OH-].[Na+]. Product: [Cl:39][C:10]1[CH:11]=[C:12]([C:35]([NH:37][CH3:38])=[O:36])[C:13]([O:15][CH2:16][C@@H:17]([OH:34])[CH2:18][N:19]2[CH2:20][CH2:21][C:22]3([CH2:28][C:27]4[CH:29]=[C:30]([Cl:33])[CH:31]=[CH:32][C:26]=4[O:25]3)[CH2:23][CH2:24]2)=[CH:14][C:9]=1[O:8][C:5]([CH3:6])([CH3:7])[C:4]([OH:40])=[O:3]. The catalyst class is: 40. (3) Reactant: [F:1][C:2]1[CH:3]=[C:4]([CH:18]=[CH:19][C:20]=1[F:21])[CH2:5][NH:6][C:7]([C:9]1[NH:10][CH:11]=[C:12]([C:14](=O)[CH2:15][CH3:16])[CH:13]=1)=[O:8].[CH:22](OC(C)(C)C)(N(C)C)N(C)C.[NH2:34][C:35]([NH2:37])=[NH:36]. Product: [F:1][C:2]1[CH:3]=[C:4]([CH:18]=[CH:19][C:20]=1[F:21])[CH2:5][NH:6][C:7]([C:9]1[NH:10][CH:11]=[C:12]([C:14]2[C:15]([CH3:22])=[CH:16][N:34]=[C:35]([NH2:37])[N:36]=2)[CH:13]=1)=[O:8]. The catalyst class is: 1. (4) Reactant: [NH2:1][CH2:2][C:3]1[CH:4]=[C:5]([C:9]2[CH:14]=[C:13]([CH3:15])[CH:12]=[C:11]([O:16][C:17]3[N:22]=[C:21]([CH:23]4[CH2:25][CH:24]4[C:26]([O:28]C(C)(C)C)=[O:27])[C:20](F)=[CH:19][C:18]=3F)[CH:10]=2)[CH:6]=[CH:7][CH:8]=1.[C:35]([OH:41])([C:37]([F:40])([F:39])[F:38])=[O:36]. Product: [F:38][C:37]([F:40])([F:39])[C:35]([OH:41])=[O:36].[NH2:1][CH2:2][C:3]1[CH:4]=[C:5]([C:9]2[CH:14]=[C:13]([CH3:15])[CH:12]=[C:11]([O:16][C:17]3[N:22]=[C:21]([C@@H:23]4[CH2:25][C@H:24]4[C:26]([OH:28])=[O:27])[CH:20]=[CH:19][CH:18]=3)[CH:10]=2)[CH:6]=[CH:7][CH:8]=1. The catalyst class is: 2. (5) Reactant: [CH3:1][O:2][C:3]1[CH:4]=[C:5]2[C:10](=[CH:11][C:12]=1[O:13][CH2:14][CH2:15][CH2:16][Cl:17])[N:9]=[CH:8][NH:7][C:6]2=[O:18].Cl.[CH3:20][OH:21]. Product: [ClH:17].[CH3:1][O:2][C:3]1[CH:4]=[C:5]2[C:10](=[CH:11][C:12]=1[O:13][CH2:14][CH2:15][CH2:16][N:7]1[CH2:6][CH2:5][O:21][CH2:20][CH2:8]1)[N:9]=[CH:8][NH:7][C:6]2=[O:18]. The catalyst class is: 21. (6) Reactant: [CH3:1][N:2]1[CH2:15][CH2:14][C:5]2[NH:6][C:7]3[CH:8]=[CH:9][C:10]([CH3:13])=[CH:11][C:12]=3[C:4]=2[CH2:3]1.[CH3:16][C:17]1[S:18][C:19]([CH:22]=[CH2:23])=[CH:20][CH:21]=1.[OH-].[K+]. Product: [CH3:1][N:2]1[CH2:15][CH2:14][C:5]2[N:6]([CH2:23][CH2:22][C:19]3[S:18][C:17]([CH3:16])=[CH:21][CH:20]=3)[C:7]3[CH:8]=[CH:9][C:10]([CH3:13])=[CH:11][C:12]=3[C:4]=2[CH2:3]1. The catalyst class is: 37.